Predict the product of the given reaction. From a dataset of Forward reaction prediction with 1.9M reactions from USPTO patents (1976-2016). (1) Given the reactants [CH3:1][C:2]1[S:3][CH:4]=[C:5]([C:7]2[CH:12]=[CH:11][C:10]([N+:13]([O-])=O)=[CH:9][CH:8]=2)[N:6]=1, predict the reaction product. The product is: [CH3:1][C:2]1[S:3][CH:4]=[C:5]([C:7]2[CH:12]=[CH:11][C:10]([NH2:13])=[CH:9][CH:8]=2)[N:6]=1. (2) Given the reactants [F:1][C:2]1[CH:20]=[CH:19][C:5]([C:6]([C:8]2[CH:16]=[CH:15][C:14]([O:17][CH3:18])=[CH:13][C:9]=2[C:10](O)=[O:11])=O)=[CH:4][CH:3]=1.O.[NH2:22][NH2:23], predict the reaction product. The product is: [F:1][C:2]1[CH:20]=[CH:19][C:5]([C:6]2[C:8]3[C:9](=[CH:13][C:14]([O:17][CH3:18])=[CH:15][CH:16]=3)[C:10](=[O:11])[NH:23][N:22]=2)=[CH:4][CH:3]=1. (3) Given the reactants [NH2:1][C:2]1[N:7]=[CH:6][N:5]=[C:4]2[N:8]([CH:12]([C:14]3[CH:21]=[C:20]([Cl:22])[C:17]([C:18]#[N:19])=[C:16]([CH:23]4[CH2:26][NH:25][CH2:24]4)[C:15]=3[O:27][CH2:28][CH3:29])[CH3:13])[N:9]=[C:10]([CH3:11])[C:3]=12.[C:30](O)(=[O:33])CC.C(N(CC)CC)C.CN(C(ON1N=N[C:56]2[C:51]1=CC=C[CH:55]=2)=[N+](C)C)C.F[P-](F)(F)(F)(F)F.CN(C)C=[O:69], predict the reaction product. The product is: [NH2:1][C:2]1[N:7]=[CH:6][N:5]=[C:4]2[N:8]([CH:12]([C:14]3[CH:21]=[C:20]([Cl:22])[C:17]([C:18]#[N:19])=[C:16]([CH:23]4[CH2:24][N:25]([C:30](=[O:33])[C:56]([OH:69])([CH3:55])[CH3:51])[CH2:26]4)[C:15]=3[O:27][CH2:28][CH3:29])[CH3:13])[N:9]=[C:10]([CH3:11])[C:3]=12. (4) The product is: [F:29][CH:27]([F:28])[C:16]1[CH:15]=[C:14]([C:11]2[CH:12]=[CH:13][C:8]([CH2:7][CH2:6][N:32]3[C:31](=[O:30])[C:13]4[C:8](=[CH:9][CH:10]=[CH:11][CH:12]=4)[C:34]3=[O:35])=[CH:9][CH:10]=2)[N:18]([C:19]2[CH:20]=[N:21][C:22]([O:25][CH3:26])=[CH:23][CH:24]=2)[N:17]=1. Given the reactants CS(O[CH2:6][CH2:7][C:8]1[CH:13]=[CH:12][C:11]([C:14]2[N:18]([C:19]3[CH:20]=[N:21][C:22]([O:25][CH3:26])=[CH:23][CH:24]=3)[N:17]=[C:16]([CH:27]([F:29])[F:28])[CH:15]=2)=[CH:10][CH:9]=1)(=O)=O.[OH2:30].[CH3:31][N:32]([CH:34]=[O:35])C, predict the reaction product. (5) The product is: [ClH:1].[ClH:41].[Cl:1][C:2]1[CH:7]=[CH:6][C:5]([CH:8]([CH2:9][NH:10][CH:18]([CH3:20])[CH3:19])[C:21]([N:23]2[CH2:24][CH2:25][N:26]([C:29]3[C:30]4[C@H:37]([CH3:38])[CH2:36][C:35]([OH:40])([CH3:39])[C:31]=4[N:32]=[CH:33][N:34]=3)[CH2:27][CH2:28]2)=[O:22])=[CH:4][CH:3]=1. Given the reactants [Cl:1][C:2]1[CH:7]=[CH:6][C:5]([CH:8]([C:21]([N:23]2[CH2:28][CH2:27][N:26]([C:29]3[C:30]4[C@H:37]([CH3:38])[CH2:36][C:35]([OH:40])([CH3:39])[C:31]=4[N:32]=[CH:33][N:34]=3)[CH2:25][CH2:24]2)=[O:22])[CH2:9][N:10]([CH:18]([CH3:20])[CH3:19])C(=O)OC(C)(C)C)=[CH:4][CH:3]=1.[ClH:41].O1CCOCC1, predict the reaction product. (6) Given the reactants CS(O)(=O)=O.[Cl:6][C:7]1[CH:8]=[CH:9][C:10]([NH:13][C:14](=[O:37])[C:15]([NH:17][C@H:18]2[CH2:23][CH2:22][C@H:21]([C:24]([N:26]([CH3:28])[CH3:27])=[O:25])[CH2:20][C@H:19]2[NH:29][C:30](=O)[O:31]C(C)(C)C)=[O:16])=[N:11][CH:12]=1.Cl.[CH3:39][N:40]1[CH2:45][CH2:44][C:43]2[N:46]=[C:47](C(O)=O)[S:48][C:42]=2[CH2:41]1.ON1C2C=CC=CC=2N=N1.Cl.C(N=C=NCCCN(C)C)C, predict the reaction product. The product is: [Cl:6][C:7]1[CH:8]=[CH:9][C:10]([NH:13][C:14](=[O:37])[C:15]([NH:17][C@H:18]2[CH2:23][CH2:22][C@H:21]([C:24]([N:26]([CH3:27])[CH3:28])=[O:25])[CH2:20][C@H:19]2[NH:29][C:30]([C:47]2[S:48][C:42]3[CH2:41][N:40]([CH3:39])[CH2:45][CH2:44][C:43]=3[N:46]=2)=[O:31])=[O:16])=[N:11][CH:12]=1.